Dataset: Reaction yield outcomes from USPTO patents with 853,638 reactions. Task: Predict the reaction yield, written as a fraction of the theoretical maximum amount of product (1.0 means a 100% yield; for example, 0.34 means a 34% yield). (1) The reactants are Cl.[C:2]([O:6][CH:7]1[CH2:12][CH2:11][NH:10][CH2:9][CH2:8]1)([CH3:5])([CH3:4])[CH3:3].C(N(CC)CC)C.[O:20]=[C:21]1[C:30]2[C:25](=[CH:26][CH:27]=[CH:28][CH:29]=2)[C:24]([CH2:31][C:32]2[CH:37]=[CH:36][N:35]=[C:34]([C:38](O)=[O:39])[CH:33]=2)=[N:23][NH:22]1.F[P-](F)(F)(F)(F)F.N1(OC(N(C)C)=[N+](C)C)C2C=CC=CC=2N=N1. The catalyst is CN(C)C=O. The product is [C:2]([O:6][CH:7]1[CH2:12][CH2:11][N:10]([C:38]([C:34]2[CH:33]=[C:32]([CH2:31][C:24]3[C:25]4[C:30](=[CH:29][CH:28]=[CH:27][CH:26]=4)[C:21](=[O:20])[NH:22][N:23]=3)[CH:37]=[CH:36][N:35]=2)=[O:39])[CH2:9][CH2:8]1)([CH3:5])([CH3:3])[CH3:4]. The yield is 0.557. (2) The reactants are [C-:1]#[N:2].[K+].Br[CH2:5][C:6]1[CH:11]=[CH:10][C:9]([F:12])=[C:8]([O:13][CH2:14][C:15]([F:18])([F:17])[F:16])[CH:7]=1.O. The catalyst is CS(C)=O. The product is [F:12][C:9]1[CH:10]=[CH:11][C:6]([CH2:5][C:1]#[N:2])=[CH:7][C:8]=1[O:13][CH2:14][C:15]([F:18])([F:17])[F:16]. The yield is 0.520. (3) The reactants are [F:1][C:2]1[CH:30]=[CH:29][C:5]([CH2:6][N:7]2[C:12](=[O:13])[C:11]([CH2:14]OS(C)(=O)=O)=[CH:10][C:9]([C:20]3[CH:25]=[CH:24][C:23]([O:26][CH3:27])=[C:22]([F:28])[CH:21]=3)=[N:8]2)=[CH:4][CH:3]=1.[N:31]1([C:37]([O:39][C:40]([CH3:43])([CH3:42])[CH3:41])=[O:38])[CH2:36][CH2:35][NH:34][CH2:33][CH2:32]1. No catalyst specified. The product is [C:40]([O:39][C:37]([N:31]1[CH2:36][CH2:35][N:34]([CH2:14][C:11]2[C:12](=[O:13])[N:7]([CH2:6][C:5]3[CH:4]=[CH:3][C:2]([F:1])=[CH:30][CH:29]=3)[N:8]=[C:9]([C:20]3[CH:25]=[CH:24][C:23]([O:26][CH3:27])=[C:22]([F:28])[CH:21]=3)[CH:10]=2)[CH2:33][CH2:32]1)=[O:38])([CH3:43])([CH3:42])[CH3:41]. The yield is 0.788. (4) The reactants are CN(C)C(N(C)C)=N.[F:9][C:10]1[CH:15]=[CH:14][CH:13]=[CH:12][C:11]=1[C:16]12[CH2:24][NH:23][CH2:22][CH:21]1[CH2:20][S:19][C:18]([NH:25][C:26](=[O:33])[C:27]1[CH:32]=[CH:31][CH:30]=[CH:29][CH:28]=1)=[N:17]2.[F:34][C:35]1[CH:36]=[N:37][C:38](Cl)=[N:39][CH:40]=1.C(OCC)(=O)C. The catalyst is CS(C)=O.O. The product is [F:9][C:10]1[CH:15]=[CH:14][CH:13]=[CH:12][C:11]=1[C:16]12[CH2:24][N:23]([C:38]3[N:39]=[CH:40][C:35]([F:34])=[CH:36][N:37]=3)[CH2:22][CH:21]1[CH2:20][S:19][C:18]([NH:25][C:26](=[O:33])[C:27]1[CH:28]=[CH:29][CH:30]=[CH:31][CH:32]=1)=[N:17]2. The yield is 0.430. (5) The reactants are [Br:1][C:2]1[CH:3]=[C:4](/[CH:9]=[CH:10]/[C:11]#[N:12])[CH:5]=[CH:6][C:7]=1[F:8].[BH4-].[Na+].O. The catalyst is C(O)C. The product is [Br:1][C:2]1[CH:3]=[C:4]([CH2:9][CH2:10][C:11]#[N:12])[CH:5]=[CH:6][C:7]=1[F:8]. The yield is 0.647. (6) The reactants are [CH3:1][C:2]([CH3:7])([CH3:6])[C:3]([NH2:5])=[O:4].C(Cl)(=O)[C:9](Cl)=[O:10].[NH2:14][C:15]1[N:20]=[CH:19][C:18]([O:21][C:22]2[CH:27]=[CH:26][N:25]=[C:24]([C:28]3[CH:29]=[N:30][C:31]([N:34]([CH3:42])[C:35](=[O:41])[O:36][C:37]([CH3:40])([CH3:39])[CH3:38])=[CH:32][CH:33]=3)[CH:23]=2)=[CH:17][CH:16]=1. The catalyst is ClCCCl.C(Cl)Cl.[Cl-].[Na+].O. The product is [CH3:42][N:34]([C:31]1[N:30]=[CH:29][C:28]([C:24]2[CH:23]=[C:22]([O:21][C:18]3[CH:19]=[N:20][C:15]([NH:14][C:9]([NH:5][C:3](=[O:4])[C:2]([CH3:7])([CH3:6])[CH3:1])=[O:10])=[CH:16][CH:17]=3)[CH:27]=[CH:26][N:25]=2)=[CH:33][CH:32]=1)[C:35](=[O:41])[O:36][C:37]([CH3:38])([CH3:39])[CH3:40]. The yield is 0.630. (7) The reactants are [N+:1]([C:4]1[CH:13]=[CH:12][CH:11]=[CH:10][C:5]=1[C:6]([NH:8][NH2:9])=[O:7])([O-:3])=[O:2].[C:14](OC(=O)C)(=[O:16])[CH3:15]. The catalyst is C(OCC)(=O)C. The product is [C:14]([NH:9][NH:8][C:6](=[O:7])[C:5]1[CH:10]=[CH:11][CH:12]=[CH:13][C:4]=1[N+:1]([O-:3])=[O:2])(=[O:16])[CH3:15]. The yield is 0.750.